From a dataset of Full USPTO retrosynthesis dataset with 1.9M reactions from patents (1976-2016). Predict the reactants needed to synthesize the given product. (1) The reactants are: [Br:1][C:2]1[C:6]2[N:7]=[C:8]([Cl:11])[NH:9][CH2:10][C:5]=2[S:4][CH:3]=1.C1(Cl)C(=O)C(Cl)=C(Cl)C(=O)C=1Cl. Given the product [Br:1][C:2]1[C:6]2[N:7]=[C:8]([Cl:11])[N:9]=[CH:10][C:5]=2[S:4][CH:3]=1, predict the reactants needed to synthesize it. (2) Given the product [Cl:12][C:13]1[CH:20]=[CH:19][C:16]([CH:17]2[C:2]([C:1]([O:7][C:8]([CH3:11])([CH3:10])[CH3:9])=[O:6])=[C:3]([CH3:5])[NH:21][C:3]([CH3:5])=[C:2]2[C:1]([O:7][C:8]([CH3:11])([CH3:10])[CH3:9])=[O:22])=[CH:15][CH:14]=1, predict the reactants needed to synthesize it. The reactants are: [C:1]([O:7][C:8]([CH3:11])([CH3:10])[CH3:9])(=[O:6])[CH2:2][C:3]([CH3:5])=O.[Cl:12][C:13]1[CH:20]=[CH:19][C:16]([CH:17]=O)=[CH:15][CH:14]=1.[NH4+:21].[OH-:22]. (3) Given the product [CH2:22]([C:24]1[CH:29]=[CH:28][C:27]([CH2:30][CH2:31][NH:32][C:16]([C:13]([CH3:14])([O:12][C:8]2[CH:7]=[C:6]([CH2:5][C@H:4]([O:19][CH3:20])[C:3]([OH:2])=[O:21])[CH:11]=[CH:10][CH:9]=2)[CH3:15])=[O:18])=[CH:26][CH:25]=1)[CH3:23], predict the reactants needed to synthesize it. The reactants are: C[O:2][C:3](=[O:21])[C@@H:4]([O:19][CH3:20])[CH2:5][C:6]1[CH:11]=[CH:10][CH:9]=[C:8]([O:12][C:13]([C:16]([OH:18])=O)([CH3:15])[CH3:14])[CH:7]=1.[CH2:22]([C:24]1[CH:29]=[CH:28][C:27]([CH2:30][CH2:31][NH2:32])=[CH:26][CH:25]=1)[CH3:23].C(O[C@@H](CC1C=CC(O[C@@H](C(=O)NCCC2C=CC(OC3C=CC=CC=3)=CC=2)C)=CC=1)C(O)=O)C. (4) The reactants are: Br[C:2]1[CH:3]=[C:4]2[C:9](=[CH:10][CH:11]=1)[N:8]=[CH:7][C:6]([C:12](=[O:14])[CH3:13])=[C:5]2[NH:15][C:16]1[CH:17]=[N:18][C:19]([O:22][CH2:23][CH2:24][N:25]([CH3:27])[CH3:26])=[CH:20][CH:21]=1.[Cl:28][C:29]1[CH:34]=[C:33](B2OC(C)(C)C(C)(C)O2)[CH:32]=[C:31]([Cl:44])[C:30]=1[OH:45].Cl. Given the product [ClH:28].[Cl:28][C:29]1[CH:34]=[C:33]([C:2]2[CH:3]=[C:4]3[C:9](=[CH:10][CH:11]=2)[N:8]=[CH:7][C:6]([C:12](=[O:14])[CH3:13])=[C:5]3[NH:15][C:16]2[CH:17]=[N:18][C:19]([O:22][CH2:23][CH2:24][N:25]([CH3:27])[CH3:26])=[CH:20][CH:21]=2)[CH:32]=[C:31]([Cl:44])[C:30]=1[OH:45], predict the reactants needed to synthesize it. (5) The reactants are: [C:1]([O:9][CH3:10])(=[O:8])[C:2]1[CH:7]=[CH:6][CH:5]=[CH:4][CH:3]=1.[C:11](=[O:14])([O-])[O-].[K+].[K+]. Given the product [C:1]([O:9][CH2:10][C:2]1([CH2:3][CH3:4])[CH2:11][O:14][CH2:1]1)(=[O:8])[C:2]1[CH:7]=[CH:6][CH:5]=[CH:4][CH:3]=1, predict the reactants needed to synthesize it. (6) Given the product [Br:1][C:2]1[CH:7]=[CH:6][C:5]([F:8])=[CH:4][C:3]=1[O:9][CH2:22][C:23]([F:26])([F:25])[F:24], predict the reactants needed to synthesize it. The reactants are: [Br:1][C:2]1[CH:7]=[CH:6][C:5]([F:8])=[CH:4][C:3]=1[OH:9].C(=O)([O-])[O-].[K+].[K+].FC(F)(F)S(O[CH2:22][C:23]([F:26])([F:25])[F:24])(=O)=O. (7) Given the product [Br:19][C:15]1[CH:16]=[CH:17][C:12]([S:11][C:2]([CH3:1])([CH3:10])[C:3]([O:5][C:6]([CH3:7])([CH3:8])[CH3:9])=[O:4])=[CH:13][C:14]=1[CH3:18], predict the reactants needed to synthesize it. The reactants are: [CH3:1][C:2]([S:11][C:12]1[CH:17]=[CH:16][CH:15]=[C:14]([CH3:18])[CH:13]=1)([CH3:10])[C:3]([O:5][C:6]([CH3:9])([CH3:8])[CH3:7])=[O:4].[Br:19]N1C(=O)CCC1=O.